From a dataset of Peptide-MHC class II binding affinity with 134,281 pairs from IEDB. Regression. Given a peptide amino acid sequence and an MHC pseudo amino acid sequence, predict their binding affinity value. This is MHC class II binding data. (1) The peptide sequence is LHKLGYILRDVSKKE. The MHC is DRB1_0301 with pseudo-sequence DRB1_0301. The binding affinity (normalized) is 0.631. (2) The peptide sequence is KSIIKARVVWKAIIE. The MHC is HLA-DQA10501-DQB10201 with pseudo-sequence HLA-DQA10501-DQB10201. The binding affinity (normalized) is 0.145. (3) The peptide sequence is AQLGLRKKTKQSITE. The MHC is DRB4_0101 with pseudo-sequence DRB4_0103. The binding affinity (normalized) is 0.237. (4) The MHC is HLA-DQA10501-DQB10301 with pseudo-sequence HLA-DQA10501-DQB10301. The binding affinity (normalized) is 0.185. The peptide sequence is DAYICAIRRAKSFIY. (5) The peptide sequence is KSIIIPFIAYFVLMH. The MHC is DRB1_0701 with pseudo-sequence DRB1_0701. The binding affinity (normalized) is 0.634. (6) The peptide sequence is QKLIEDINASFRAAM. The MHC is HLA-DPA10201-DPB10101 with pseudo-sequence HLA-DPA10201-DPB10101. The binding affinity (normalized) is 0.343. (7) The MHC is HLA-DQA10501-DQB10301 with pseudo-sequence HLA-DQA10501-DQB10301. The binding affinity (normalized) is 0.678. The peptide sequence is KYMVIQGEPGAVIRG. (8) The peptide sequence is LSAEKASKDGEIHRG. The MHC is H-2-IAd with pseudo-sequence H-2-IAd. The binding affinity (normalized) is 0.444. (9) The peptide sequence is TRKIMKVVNRWLFRHHHHHH. The MHC is DRB3_0101 with pseudo-sequence DRB3_0101. The binding affinity (normalized) is 0.211. (10) The peptide sequence is GEEYLILSARDVLAV. The MHC is HLA-DQA10201-DQB10202 with pseudo-sequence HLA-DQA10201-DQB10202. The binding affinity (normalized) is 0.574.